From a dataset of Forward reaction prediction with 1.9M reactions from USPTO patents (1976-2016). Predict the product of the given reaction. (1) Given the reactants C1(C)C=CC(S(O[CH2:11][C@H:12]2[O:21][C@@H:16]([O:17][C:18](=[O:20])[CH3:19])[C@H:15]([O:22][C:23](=[O:25])[CH3:24])[C@@H:14]([O:26][C:27](=[O:29])[CH3:28])[C@@H:13]2[O:30][C:31](=[O:33])[CH3:32])(=O)=O)=CC=1.CC(C)=O.[I-:39].[Na+], predict the reaction product. The product is: [I:39][CH2:11][C@H:12]1[O:21][C@@H:16]([O:17][C:18](=[O:20])[CH3:19])[C@H:15]([O:22][C:23](=[O:25])[CH3:24])[C@@H:14]([O:26][C:27](=[O:29])[CH3:28])[C@@H:13]1[O:30][C:31](=[O:33])[CH3:32]. (2) Given the reactants [Cl:1][C:2]1[CH:3]=[C:4]([C:10]([OH:12])=[O:11])[CH:5]=[N:6][C:7]=1[NH:8][NH2:9].[N:13]([CH:16]1[C:22]2[CH:23]=[CH:24][CH:25]=[CH:26][C:21]=2[CH2:20][CH2:19][C:18]2[CH:27]=[CH:28][CH:29]=[CH:30][C:17]1=2)=[C:14]=[O:15].N1C=CC=CC=1, predict the reaction product. The product is: [Cl:1][C:2]1[CH:3]=[C:4]([C:10]([OH:12])=[O:11])[CH:5]=[N:6][C:7]=1[NH:8][NH:9][C:14]([NH:13][CH:16]1[C:17]2[CH:30]=[CH:29][CH:28]=[CH:27][C:18]=2[CH2:19][CH2:20][C:21]2[CH:26]=[CH:25][CH:24]=[CH:23][C:22]1=2)=[O:15].